This data is from NCI-60 drug combinations with 297,098 pairs across 59 cell lines. The task is: Regression. Given two drug SMILES strings and cell line genomic features, predict the synergy score measuring deviation from expected non-interaction effect. (1) Drug 1: CCC(=C(C1=CC=CC=C1)C2=CC=C(C=C2)OCCN(C)C)C3=CC=CC=C3.C(C(=O)O)C(CC(=O)O)(C(=O)O)O. Drug 2: CC1CCC2CC(C(=CC=CC=CC(CC(C(=O)C(C(C(=CC(C(=O)CC(OC(=O)C3CCCCN3C(=O)C(=O)C1(O2)O)C(C)CC4CCC(C(C4)OC)O)C)C)O)OC)C)C)C)OC. Cell line: UACC-257. Synergy scores: CSS=-3.51, Synergy_ZIP=1.84, Synergy_Bliss=-0.0541, Synergy_Loewe=-2.83, Synergy_HSA=-2.93. (2) Drug 1: CN1CCC(CC1)COC2=C(C=C3C(=C2)N=CN=C3NC4=C(C=C(C=C4)Br)F)OC. Drug 2: CCCCC(=O)OCC(=O)C1(CC(C2=C(C1)C(=C3C(=C2O)C(=O)C4=C(C3=O)C=CC=C4OC)O)OC5CC(C(C(O5)C)O)NC(=O)C(F)(F)F)O. Cell line: BT-549. Synergy scores: CSS=-0.0455, Synergy_ZIP=5.62, Synergy_Bliss=4.27, Synergy_Loewe=0.787, Synergy_HSA=2.17. (3) Drug 1: CC1C(C(=O)NC(C(=O)N2CCCC2C(=O)N(CC(=O)N(C(C(=O)O1)C(C)C)C)C)C(C)C)NC(=O)C3=C4C(=C(C=C3)C)OC5=C(C(=O)C(=C(C5=N4)C(=O)NC6C(OC(=O)C(N(C(=O)CN(C(=O)C7CCCN7C(=O)C(NC6=O)C(C)C)C)C)C(C)C)C)N)C. Drug 2: COC1=NC(=NC2=C1N=CN2C3C(C(C(O3)CO)O)O)N. Cell line: UACC-257. Synergy scores: CSS=-3.94, Synergy_ZIP=2.28, Synergy_Bliss=0.756, Synergy_Loewe=-4.39, Synergy_HSA=-4.08. (4) Synergy scores: CSS=14.8, Synergy_ZIP=2.35, Synergy_Bliss=5.35, Synergy_Loewe=-16.2, Synergy_HSA=3.65. Drug 2: CCC1=C2CN3C(=CC4=C(C3=O)COC(=O)C4(CC)O)C2=NC5=C1C=C(C=C5)O. Drug 1: C1CC(C1)(C(=O)O)C(=O)O.[NH2-].[NH2-].[Pt+2]. Cell line: CAKI-1. (5) Drug 1: CN(CC1=CN=C2C(=N1)C(=NC(=N2)N)N)C3=CC=C(C=C3)C(=O)NC(CCC(=O)O)C(=O)O. Drug 2: C1CC(C1)(C2=CC=C(C=C2)C3=C(C=C4C(=N3)C=CN5C4=NNC5=O)C6=CC=CC=C6)N. Cell line: T-47D. Synergy scores: CSS=44.9, Synergy_ZIP=-6.53, Synergy_Bliss=-9.29, Synergy_Loewe=-7.24, Synergy_HSA=0.361.